Dataset: Catalyst prediction with 721,799 reactions and 888 catalyst types from USPTO. Task: Predict which catalyst facilitates the given reaction. (1) Reactant: Cl.[F:2][C:3]([F:17])([F:16])[C:4]1[CH:9]=[CH:8][CH:7]=[CH:6][C:5]=1[N:10]1[CH2:15][CH2:14][NH:13][CH2:12][CH2:11]1.Br[CH2:19][CH2:20][CH2:21][CH2:22][N:23]1[C:27](=[O:28])[C:26]2=[CH:29][CH:30]=[CH:31][CH:32]=[C:25]2[C:24]1=[O:33].C([O-])([O-])=O.[K+].[K+]. Product: [F:17][C:3]([F:16])([F:2])[C:4]1[CH:9]=[CH:8][CH:7]=[CH:6][C:5]=1[N:10]1[CH2:15][CH2:14][N:13]([CH2:19][CH2:20][CH2:21][CH2:22][N:23]2[C:27](=[O:28])[C:26]3[C:25](=[CH:32][CH:31]=[CH:30][CH:29]=3)[C:24]2=[O:33])[CH2:12][CH2:11]1. The catalyst class is: 10. (2) Reactant: [N:1]1[CH:6]=[CH:5][CH:4]=[C:3](/[C:7](/[C:12]2[CH:17]=[CH:16][CH:15]=[C:14]([O:18][C:19]3[CH:24]=[CH:23][C:22]([CH2:25][NH:26][C:27]4[CH:32]=[CH:31][CH:30]=[CH:29][N:28]=4)=[CH:21][CH:20]=3)[N:13]=2)=[CH:8]/[C:9]([OH:11])=[O:10])[CH:2]=1.C1CCC=CC=1. Product: [N:1]1[CH:6]=[CH:5][CH:4]=[C:3]([CH:7]([C:12]2[CH:17]=[CH:16][CH:15]=[C:14]([O:18][C:19]3[CH:24]=[CH:23][C:22]([CH2:25][NH:26][C:27]4[CH:32]=[CH:31][CH:30]=[CH:29][N:28]=4)=[CH:21][CH:20]=3)[N:13]=2)[CH2:8][C:9]([OH:11])=[O:10])[CH:2]=1. The catalyst class is: 29.